This data is from Catalyst prediction with 721,799 reactions and 888 catalyst types from USPTO. The task is: Predict which catalyst facilitates the given reaction. (1) Reactant: [CH2:1]([O:8][C:9]1[C:14]([NH:15][S:16]([CH3:19])(=[O:18])=[O:17])=[CH:13][N:12]2[N:20]=[C:21]([C:28]3[CH:33]=[CH:32][C:31]([F:34])=[CH:30][CH:29]=3)[C:22]([C:23]([O:25][CH2:26][CH3:27])=[O:24])=[C:11]2[CH:10]=1)[C:2]1[CH:7]=[CH:6][CH:5]=[CH:4][CH:3]=1.C(=O)([O-])[O-].[K+].[K+].[CH2:41](I)[CH3:42]. Product: [CH2:1]([O:8][C:9]1[C:14]([N:15]([CH2:41][CH3:42])[S:16]([CH3:19])(=[O:18])=[O:17])=[CH:13][N:12]2[N:20]=[C:21]([C:28]3[CH:29]=[CH:30][C:31]([F:34])=[CH:32][CH:33]=3)[C:22]([C:23]([O:25][CH2:26][CH3:27])=[O:24])=[C:11]2[CH:10]=1)[C:2]1[CH:7]=[CH:6][CH:5]=[CH:4][CH:3]=1. The catalyst class is: 3. (2) Product: [CH3:24][S:25][C:26]1[CH:34]=[CH:33][CH:32]=[CH:31][C:27]=1[C:28]1[O:15][N:14]=[C:13]([CH2:12][N:8]2[C:9]3[C:5](=[C:4]([C:20]([F:22])([F:23])[F:21])[C:3]([C:1]#[N:2])=[CH:11][CH:10]=3)[CH:6]=[C:7]2[CH2:17][CH2:18][CH3:19])[N:16]=1. Reactant: [C:1]([C:3]1[C:4]([C:20]([F:23])([F:22])[F:21])=[C:5]2[C:9](=[CH:10][CH:11]=1)[N:8]([CH2:12][C:13](=[NH:16])[NH:14][OH:15])[C:7]([CH2:17][CH2:18][CH3:19])=[CH:6]2)#[N:2].[CH3:24][S:25][C:26]1[CH:34]=[CH:33][CH:32]=[CH:31][C:27]=1[C:28](O)=O.CN(C(ON1N=NC2C=CC=NC1=2)=[N+](C)C)C.F[P-](F)(F)(F)(F)F.C(N(CC)CC)C. The catalyst class is: 3.